Dataset: PAMPA (Parallel Artificial Membrane Permeability Assay) permeability data from NCATS. Task: Regression/Classification. Given a drug SMILES string, predict its absorption, distribution, metabolism, or excretion properties. Task type varies by dataset: regression for continuous measurements (e.g., permeability, clearance, half-life) or binary classification for categorical outcomes (e.g., BBB penetration, CYP inhibition). Dataset: pampa_ncats. (1) The compound is CC(C)(C)C1=CC=C(C=C1)C(=O)NC2=CC3=C(C=C2)N(CCC3)C(=O)C4=CC=CS4. The result is 1 (high permeability). (2) The drug is COCCN1C=CC2=C(N=C(C=C21)C3=CC4=C(C=C3)C(=O)NC4)C5=CCOCC5. The result is 1 (high permeability). (3) The molecule is CC1=CC=C(C=C1)C2=CSC(=N2)N3CCC(CC3)C(=O)N. The result is 1 (high permeability). (4) The molecule is CC1=NN(C2=C1C(=CC(=O)N2)C(F)(F)F)CCC3=NC(=CS3)C4=CC=CC=C4. The result is 1 (high permeability). (5) The drug is CC1=NOC(=N1)C2=CN(N=N2)C3CCN(CC3)C(=O)C4=CC=C(C=C4)OC(F)(F)F. The result is 1 (high permeability).